Task: Predict the reactants needed to synthesize the given product.. Dataset: Full USPTO retrosynthesis dataset with 1.9M reactions from patents (1976-2016) (1) The reactants are: CCN(CC)CC.II.C1C=CC(P(C2C=CC=CC=2)C2C=CC=CC=2)=CC=1.[C:29]([O:33][C:34](=[O:63])[NH:35][CH2:36][C:37]1([C:40]([NH:42][NH:43][C:44]([CH:46]2[CH2:52][CH2:51][C@@H:50]3[CH2:53][N:47]2[C:48](=[O:62])[N:49]3[O:54][CH2:55][C:56]2[CH:61]=[CH:60][CH:59]=[CH:58][CH:57]=2)=O)=[O:41])[CH2:39][CH2:38]1)([CH3:32])([CH3:31])[CH3:30]. Given the product [CH2:55]([O:54][N:49]1[C:48](=[O:62])[N:47]2[CH2:53][C@H:50]1[CH2:51][CH2:52][CH:46]2[C:44]1[O:41][C:40]([C:37]2([CH2:36][NH:35][C:34](=[O:63])[O:33][C:29]([CH3:32])([CH3:31])[CH3:30])[CH2:38][CH2:39]2)=[N:42][N:43]=1)[C:56]1[CH:61]=[CH:60][CH:59]=[CH:58][CH:57]=1, predict the reactants needed to synthesize it. (2) Given the product [CH2:12]([O:19][C:20]1[CH:37]=[CH:36][C:23]([N:24]([CH2:25][C@H:26]([O:28][Si:29]([C:32]([CH3:35])([CH3:34])[CH3:33])([CH3:30])[CH3:31])[CH3:27])[C:8]([C:7]2[C:6]([Cl:11])=[N:5][CH:4]=[N:3][C:2]=2[Cl:1])=[O:9])=[CH:22][C:21]=1[F:38])[C:13]1[CH:14]=[CH:15][CH:16]=[CH:17][CH:18]=1, predict the reactants needed to synthesize it. The reactants are: [Cl:1][C:2]1[C:7]([C:8](Cl)=[O:9])=[C:6]([Cl:11])[N:5]=[CH:4][N:3]=1.[CH2:12]([O:19][C:20]1[CH:37]=[CH:36][C:23]([NH:24][CH2:25][C@H:26]([O:28][Si:29]([C:32]([CH3:35])([CH3:34])[CH3:33])([CH3:31])[CH3:30])[CH3:27])=[CH:22][C:21]=1[F:38])[C:13]1[CH:18]=[CH:17][CH:16]=[CH:15][CH:14]=1.C(N(CC)CC)C. (3) Given the product [CH3:15][O:14][C:10]1[CH:9]=[C:8]([C:5]2[CH:6]=[CH:7][C:2]([NH:24][C:21]3[CH:22]=[CH:23][N:18]=[CH:19][CH:20]=3)=[C:3]([C:16]#[N:17])[CH:4]=2)[CH:13]=[CH:12][CH:11]=1, predict the reactants needed to synthesize it. The reactants are: F[C:2]1[CH:7]=[CH:6][C:5]([C:8]2[CH:13]=[CH:12][CH:11]=[C:10]([O:14][CH3:15])[CH:9]=2)=[CH:4][C:3]=1[C:16]#[N:17].[N:18]1[CH:23]=[CH:22][C:21]([NH2:24])=[CH:20][CH:19]=1.CC([O-])(C)C.[K+]. (4) Given the product [CH3:1][O:2][C:3]1[CH:10]=[CH:9][CH:8]=[CH:7][C:4]=1[CH2:5][NH:11][CH2:12][C:13]1[CH:18]=[CH:17][CH:16]=[CH:15][N:14]=1, predict the reactants needed to synthesize it. The reactants are: [CH3:1][O:2][C:3]1[CH:10]=[CH:9][CH:8]=[CH:7][C:4]=1[CH2:5]Cl.[NH2:11][CH2:12][C:13]1[CH:18]=[CH:17][CH:16]=[CH:15][N:14]=1.C(=O)([O-])[O-].[K+].[K+]. (5) Given the product [CH2:1]([O:8][CH2:9][C@@H:10]([NH:14][C:15]1[CH:20]=[CH:19][C:18]([C:21]#[N:22])=[C:17]([NH:25][C:26]2[S:30][N:29]=[C:28]([CH3:31])[CH:27]=2)[CH:16]=1)[C:11]([NH2:13])=[O:12])[C:2]1[CH:7]=[CH:6][CH:5]=[CH:4][CH:3]=1, predict the reactants needed to synthesize it. The reactants are: [CH2:1]([O:8][CH2:9][C@@H:10]([NH:14][C:15]1[CH:20]=[CH:19][C:18]([C:21]#[N:22])=[C:17](Br)[CH:16]=1)[C:11]([NH2:13])=[O:12])[C:2]1[CH:7]=[CH:6][CH:5]=[CH:4][CH:3]=1.Cl.[NH2:25][C:26]1[S:30][N:29]=[C:28]([CH3:31])[CH:27]=1.C1C=CC(P(C2C(C3C(P(C4C=CC=CC=4)C4C=CC=CC=4)=CC=C4C=3C=CC=C4)=C3C(C=CC=C3)=CC=2)C2C=CC=CC=2)=CC=1.C([O-])([O-])=O.[K+].[K+].